From a dataset of Catalyst prediction with 721,799 reactions and 888 catalyst types from USPTO. Predict which catalyst facilitates the given reaction. (1) Reactant: [CH:1]([N:4]1[CH2:9][CH2:8][N:7]([C:10]2[S:11][C:12]3[CH:18]=[C:17]([OH:19])[CH:16]=[CH:15][C:13]=3[N:14]=2)[CH2:6][CH2:5]1)([CH3:3])[CH3:2].C1N2CN3CN(C2)CN1C3.FC(F)(F)[C:32](O)=[O:33].C([O-])(O)=O.[Na+]. Product: [OH:19][C:17]1[CH:16]=[CH:15][C:13]2[N:14]=[C:10]([N:7]3[CH2:6][CH2:5][N:4]([CH:1]([CH3:3])[CH3:2])[CH2:9][CH2:8]3)[S:11][C:12]=2[C:18]=1[CH:32]=[O:33]. The catalyst class is: 6. (2) Reactant: [CH2:1]([C:8]1[CH:16]=[CH:15][C:11]([C:12](O)=[O:13])=[CH:10][CH:9]=1)[C:2]1[CH:7]=[CH:6][CH:5]=[CH:4][CH:3]=1.C(Cl)(=O)C([Cl:20])=O.CN(C)C=O. Product: [CH2:1]([C:8]1[CH:16]=[CH:15][C:11]([C:12]([Cl:20])=[O:13])=[CH:10][CH:9]=1)[C:2]1[CH:7]=[CH:6][CH:5]=[CH:4][CH:3]=1. The catalyst class is: 4. (3) Reactant: C([O:8][C:9]1[N:14]=[C:13]([NH:15][C:16]2[CH:21]=[CH:20][C:19]([C:22]3[N:23]=[C:24]([N:33]4[CH2:38][CH2:37][O:36][CH2:35][C@@H:34]4[CH3:39])[C:25]4[CH2:31][CH2:30][N:29]([CH3:32])[CH2:28][C:26]=4[N:27]=3)=[CH:18][CH:17]=2)[CH:12]=[CH:11][CH:10]=1)C1C=CC=CC=1.CO.O1CCCC1. Product: [CH3:32][N:29]1[CH2:30][CH2:31][C:25]2[C:24]([N:33]3[CH2:38][CH2:37][O:36][CH2:35][C@@H:34]3[CH3:39])=[N:23][C:22]([C:19]3[CH:18]=[CH:17][C:16]([NH:15][C:13]4[NH:14][C:9](=[O:8])[CH:10]=[CH:11][CH:12]=4)=[CH:21][CH:20]=3)=[N:27][C:26]=2[CH2:28]1. The catalyst class is: 723. (4) Reactant: [CH2:1]([C:8]1([CH3:32])[C:13](=[O:14])[N:12]([CH3:15])/[C:11](=[CH:16]\[C:17]2[CH:18]=[N:19][N:20](C(C)(C)C)[C:21]=2[C:22]([F:25])([F:24])[F:23])/[C:10](=[O:30])[N:9]1[CH3:31])[C:2]1[CH:7]=[CH:6][CH:5]=[CH:4][CH:3]=1. Product: [CH2:1]([C:8]1([CH3:32])[C:13](=[O:14])[N:12]([CH3:15])/[C:11](=[CH:16]\[C:17]2[C:21]([C:22]([F:23])([F:24])[F:25])=[N:20][NH:19][CH:18]=2)/[C:10](=[O:30])[N:9]1[CH3:31])[C:2]1[CH:3]=[CH:4][CH:5]=[CH:6][CH:7]=1. The catalyst class is: 106. (5) Reactant: I[C:2]1[C:10]2[C:5](=[N:6][CH:7]=[C:8]([C:24]3[CH:29]=[CH:28][CH:27]=[CH:26][CH:25]=3)[C:9]=2[N:11]2[CH2:16][CH2:15][N:14]([C:17]([O:19][C:20]([CH3:23])([CH3:22])[CH3:21])=[O:18])[CH2:13][CH2:12]2)[N:4]([CH2:30][C:31]2[CH:36]=[CH:35][C:34]([O:37][CH3:38])=[CH:33][CH:32]=2)[N:3]=1.N1C2C(=CC=C3C=2N=CC=C3)C=CC=1.[CH3:53][OH:54].[F-].[K+]. Product: [CH3:53][O:54][C:2]1[C:10]2[C:5](=[N:6][CH:7]=[C:8]([C:24]3[CH:29]=[CH:28][CH:27]=[CH:26][CH:25]=3)[C:9]=2[N:11]2[CH2:16][CH2:15][N:14]([C:17]([O:19][C:20]([CH3:23])([CH3:22])[CH3:21])=[O:18])[CH2:13][CH2:12]2)[N:4]([CH2:30][C:31]2[CH:36]=[CH:35][C:34]([O:37][CH3:38])=[CH:33][CH:32]=2)[N:3]=1. The catalyst class is: 133. (6) Reactant: FC(F)(F)C(O)=O.[CH2:8]([N:10]1[N:14]=[C:13]([CH2:15][N:16]2[C:21]3[CH:22]=[C:23]([C:25]4[CH:30]=[CH:29][CH:28]=[CH:27][CH:26]=4)[S:24][C:20]=3[C:19](=[O:31])[N:18]([CH:32]3[CH2:37][CH2:36][NH:35][CH2:34][CH2:33]3)[C:17]2=[O:38])[CH:12]=[N:11]1)[CH3:9].[CH2:39]([O:41][C:42]1[C:51]([O:52][CH3:53])=[CH:50][C:49]2[C:48]([C:54]3[CH:62]=[CH:61][C:57]([C:58](O)=[O:59])=[CH:56][CH:55]=3)=[N:47][C@@H:46]3[CH2:63][CH2:64][S:65][CH2:66][C@@H:45]3[C:44]=2[CH:43]=1)[CH3:40].CCN=C=NCCCN(C)C.C1C=C2N=NN(O)C2=CC=1.O.S([O-])(O)(=O)=O.[K+]. Product: [CH2:39]([O:41][C:42]1[C:51]([O:52][CH3:53])=[CH:50][C:49]2[C:48]([C:54]3[CH:55]=[CH:56][C:57]([C:58]([N:35]4[CH2:36][CH2:37][CH:32]([N:18]5[C:19](=[O:31])[C:20]6[S:24][C:23]([C:25]7[CH:30]=[CH:29][CH:28]=[CH:27][CH:26]=7)=[CH:22][C:21]=6[N:16]([CH2:15][C:13]6[CH:12]=[N:11][N:10]([CH2:8][CH3:9])[N:14]=6)[C:17]5=[O:38])[CH2:33][CH2:34]4)=[O:59])=[CH:61][CH:62]=3)=[N:47][C@@H:46]3[CH2:63][CH2:64][S:65][CH2:66][C@@H:45]3[C:44]=2[CH:43]=1)[CH3:40]. The catalyst class is: 34. (7) The catalyst class is: 256. Reactant: C([O:8][C:9]1[CH:10]=[CH:11][CH:12]=[C:13]2[C:17]=1[NH:16][CH:15]=[CH:14]2)C1C=CC=CC=1. Product: [OH:8][C:9]1[CH:10]=[CH:11][CH:12]=[C:13]2[C:17]=1[NH:16][CH:15]=[CH:14]2.